Dataset: Full USPTO retrosynthesis dataset with 1.9M reactions from patents (1976-2016). Task: Predict the reactants needed to synthesize the given product. (1) Given the product [Cl:7][C:8]1[CH:9]=[C:10]([CH:11]=[CH:12][CH:13]=1)[O:14][C:16]1[CH:17]=[C:18]([N+:22]([O-:24])=[O:23])[CH:19]=[CH:20][CH:21]=1, predict the reactants needed to synthesize it. The reactants are: CC(C)([O-])C.[K+].[Cl:7][C:8]1[CH:9]=[C:10]([OH:14])[CH:11]=[CH:12][CH:13]=1.F[C:16]1[CH:17]=[C:18]([N+:22]([O-:24])=[O:23])[CH:19]=[CH:20][CH:21]=1.O. (2) Given the product [S:33]1[C:34]2[CH:40]=[CH:39][CH:38]=[CH:37][C:35]=2[N:36]=[C:32]1[C:31]1[C:22]([O:21][C@H:19]2[CH2:18][N:15]3[C:16](=[O:17])[C@@H:2]([NH:1][C:70]([C:67]4[CH:66]=[C:65]([CH3:64])[O:69][N:68]=4)=[O:71])[CH2:3][CH2:4][CH2:5][CH2:6][CH2:7][C:8]([F:52])([F:53])[CH2:9][C@@H:10]4[CH2:42][C@@:11]4([C:43](=[O:44])[NH:45][S:46]([CH:49]4[CH2:51][CH2:50]4)(=[O:48])=[O:47])[NH:12][C:13](=[O:41])[C@@H:14]3[CH2:20]2)=[N:23][C:24]2[C:29]([N:30]=1)=[CH:28][CH:27]=[CH:26][CH:25]=2, predict the reactants needed to synthesize it. The reactants are: [NH2:1][C@@H:2]1[C:16](=[O:17])[N:15]2[CH2:18][C@H:19]([O:21][C:22]3[C:31]([C:32]4[S:33][C:34]5[CH:40]=[CH:39][CH:38]=[CH:37][C:35]=5[N:36]=4)=[N:30][C:29]4[C:24](=[CH:25][CH:26]=[CH:27][CH:28]=4)[N:23]=3)[CH2:20][C@H:14]2[C:13](=[O:41])[NH:12][C@:11]2([C:43]([NH:45][S:46]([CH:49]3[CH2:51][CH2:50]3)(=[O:48])=[O:47])=[O:44])[CH2:42][C@H:10]2[CH2:9][C:8]([F:53])([F:52])[CH2:7][CH2:6][CH2:5][CH2:4][CH2:3]1.Cl.C(N(C(C)C)CC)(C)C.[CH3:64][C:65]1[O:69][N:68]=[C:67]([C:70](O)=[O:71])[CH:66]=1.CN(C(ON1N=NC2C=CC=NC1=2)=[N+](C)C)C.F[P-](F)(F)(F)(F)F. (3) Given the product [I:1][C:2]1[CH:7]=[CH:6][C:5]([C@H:8]2[C@@H:13]([NH2:20])[CH2:12][CH2:11][O:10][CH2:9]2)=[CH:4][CH:3]=1, predict the reactants needed to synthesize it. The reactants are: [I:1][C:2]1[CH:7]=[CH:6][C:5]([C@H:8]2[C@@H:13](C(O)=O)[CH2:12][CH2:11][O:10][CH2:9]2)=[CH:4][CH:3]=1.C([N:20](C(C)C)CC)(C)C.C1(P(N=[N+]=[N-])(C2C=CC=CC=2)=O)C=CC=CC=1.[OH-].[Na+]. (4) Given the product [Cl:31][C:28]1[CH:27]=[CH:26][C:25]([N:18]2[C@@H:19]3[C@H:24]([CH2:23][CH2:22][CH2:21][CH2:20]3)[NH:15][CH2:16][CH2:17]2)=[CH:30][CH:29]=1, predict the reactants needed to synthesize it. The reactants are: ClC(OC(Cl)C)=O.C([N:15]1[C@@H:24]2[C@H:19]([CH2:20][CH2:21][CH2:22][CH2:23]2)[N:18]([C:25]2[CH:30]=[CH:29][C:28]([Cl:31])=[CH:27][CH:26]=2)[CH2:17][CH2:16]1)C1C=CC=CC=1. (5) Given the product [C:11]1([C:10]2[C:3]3[C:2]([N:25]4[CH:19]5[CH2:18][CH2:17][CH:24]4[CH2:23][C:21](=[O:22])[CH2:20]5)=[N:7][CH:6]=[N:5][C:4]=3[S:8][CH:9]=2)[CH:16]=[CH:15][CH:14]=[CH:13][CH:12]=1, predict the reactants needed to synthesize it. The reactants are: Cl[C:2]1[C:3]2[C:10]([C:11]3[CH:16]=[CH:15][CH:14]=[CH:13][CH:12]=3)=[CH:9][S:8][C:4]=2[N:5]=[CH:6][N:7]=1.[CH2:17]1[CH:24]2[NH:25][CH:19]([CH2:20][C:21]([CH2:23]2)=[O:22])[CH2:18]1.Cl.C(N(CC)CC)C.C(O)C. (6) Given the product [C:9]1([CH:7]([CH3:8])[CH2:6][CH2:5][C@H:2]2[CH2:3][O:4][C:21]([NH2:20])=[N:1]2)[CH:10]=[CH:11][CH:12]=[CH:13][CH:14]=1, predict the reactants needed to synthesize it. The reactants are: [NH2:1][C@@H:2]([CH2:5][CH2:6][CH:7]([C:9]1[CH:14]=[CH:13][CH:12]=[CH:11][CH:10]=1)[CH3:8])[CH2:3][OH:4].C([O-])(=O)C.[Na+].[N:20]#[C:21]Br.